This data is from Forward reaction prediction with 1.9M reactions from USPTO patents (1976-2016). The task is: Predict the product of the given reaction. (1) Given the reactants [OH:1][CH:2]1[CH:7]([C:8]2[CH:13]=[CH:12][C:11]([O:14][CH2:15][CH2:16][CH2:17][CH2:18][O:19][C:20]3[CH:25]=[CH:24][CH:23]=[CH:22][CH:21]=3)=[CH:10][CH:9]=2)[CH2:6][CH2:5][N:4]([C:26]([O:28][C:29]([CH3:32])([CH3:31])[CH3:30])=[O:27])[CH2:3]1.Br[CH2:34][C:35]1[CH:44]=[CH:43][C:42]2[C:37](=[CH:38][CH:39]=[CH:40][CH:41]=2)[CH:36]=1, predict the reaction product. The product is: [CH:36]1[C:37]2[C:42](=[CH:41][CH:40]=[CH:39][CH:38]=2)[CH:43]=[CH:44][C:35]=1[CH2:34][O:1][CH:2]1[CH:7]([C:8]2[CH:9]=[CH:10][C:11]([O:14][CH2:15][CH2:16][CH2:17][CH2:18][O:19][C:20]3[CH:21]=[CH:22][CH:23]=[CH:24][CH:25]=3)=[CH:12][CH:13]=2)[CH2:6][CH2:5][N:4]([C:26]([O:28][C:29]([CH3:32])([CH3:31])[CH3:30])=[O:27])[CH2:3]1. (2) The product is: [Br:1][C:2]1[CH:3]=[CH:4][C:5]([F:20])=[C:6]([C@@:8]([NH:12][C:13](=[O:19])[O:14][C:15]([CH3:16])([CH3:18])[CH3:17])([CH:9]([OH:10])[CH2:23][CH:22]=[CH2:21])[CH3:11])[CH:7]=1. Given the reactants [Br:1][C:2]1[CH:3]=[CH:4][C:5]([F:20])=[C:6]([C@:8]([NH:12][C:13](=[O:19])[O:14][C:15]([CH3:18])([CH3:17])[CH3:16])([CH3:11])[CH:9]=[O:10])[CH:7]=1.[CH2:21]([Mg]Cl)[CH:22]=[CH2:23], predict the reaction product. (3) Given the reactants [OH:1][CH:2]1[CH2:18][CH2:17][N:5]2[C:6](=[O:16])[C:7]3[C:12]([CH:4]2[CH2:3]1)=[C:11]([N+:13]([O-:15])=[O:14])[CH:10]=[CH:9][CH:8]=3.[CH3:19]I, predict the reaction product. The product is: [CH3:19][O:1][CH:2]1[CH2:18][CH2:17][N:5]2[C:6](=[O:16])[C:7]3[C:12]([CH:4]2[CH2:3]1)=[C:11]([N+:13]([O-:15])=[O:14])[CH:10]=[CH:9][CH:8]=3. (4) The product is: [O-:12][P:11]([O:14][P:15]([OH:18])([OH:17])=[O:16])(=[O:10])[O-:13].[K+:6].[Na+:7].[P:1]([O-:5])([O-:4])([O-:3])=[O:2]. Given the reactants [P:1]([OH:5])([O-:4])([O-:3])=[O:2].[K+:6].[Na+:7].[OH-].[K+].[O-:10][P:11]([O:14][P:15]([OH:18])([OH:17])=[O:16])(=[O:13])[O-:12].[K+].[Na+].[O-]P(OP([O-])([O-])=O)(=O)[O-], predict the reaction product. (5) Given the reactants [CH2:1]([N:8]1[C:12]([C:13]2[CH:18]=[CH:17][CH:16]=[CH:15][CH:14]=2)=[CH:11][CH:10]=[C:9]1[C:19]1[CH:20]=[C:21]2[C:26](=[CH:27][CH:28]=1)[CH:25]=[C:24]([O:29][CH2:30][C:31]([O:33]C)=[O:32])[CH:23]=[CH:22]2)[C:2]1[CH:7]=[CH:6][CH:5]=[CH:4][CH:3]=1.[OH-].[Na+].C1COCC1.CO, predict the reaction product. The product is: [CH2:1]([N:8]1[C:12]([C:13]2[CH:14]=[CH:15][CH:16]=[CH:17][CH:18]=2)=[CH:11][CH:10]=[C:9]1[C:19]1[CH:20]=[C:21]2[C:26](=[CH:27][CH:28]=1)[CH:25]=[C:24]([O:29][CH2:30][C:31]([OH:33])=[O:32])[CH:23]=[CH:22]2)[C:2]1[CH:7]=[CH:6][CH:5]=[CH:4][CH:3]=1. (6) Given the reactants [F:1][C:2]1[CH:7]=[C:6](B2OC(C)(C)C(C)(C)O2)[CH:5]=[CH:4][C:3]=1[C:17]1[N:18]=[CH:19][C:20]([NH2:23])=[N:21][CH:22]=1.Br[C:25]1[CH:30]=[CH:29][CH:28]=[CH:27][C:26]=1[S:31]([N:34]1[CH2:39][CH2:38][CH2:37][CH:36]([OH:40])[CH2:35]1)(=[O:33])=[O:32], predict the reaction product. The product is: [NH2:23][C:20]1[N:21]=[CH:22][C:17]([C:3]2[CH:4]=[CH:5][C:6]([C:25]3[CH:30]=[CH:29][CH:28]=[CH:27][C:26]=3[S:31]([N:34]3[CH2:39][CH2:38][CH2:37][CH:36]([OH:40])[CH2:35]3)(=[O:33])=[O:32])=[CH:7][C:2]=2[F:1])=[N:18][CH:19]=1.